This data is from Catalyst prediction with 721,799 reactions and 888 catalyst types from USPTO. The task is: Predict which catalyst facilitates the given reaction. (1) Reactant: C([N:5]1[C:9]([NH:10][C:11]2[CH:16]=[C:15]([CH3:17])[N:14]=[C:13]([CH2:18][N:19]3[CH2:24][C@@H:23]4[CH2:25][C@H:20]3[CH2:21][N:22]4[C:26](=[O:35])[C:27]3[CH:32]=[CH:31][CH:30]=[C:29]([Cl:33])[C:28]=3[F:34])[N:12]=2)=[CH:8][CH:7]=[N:6]1)(C)(C)C. Product: [Cl:33][C:29]1[C:28]([F:34])=[C:27]([CH:32]=[CH:31][CH:30]=1)[C:26]([N:22]1[CH2:21][C@@H:20]2[CH2:25][C@H:23]1[CH2:24][N:19]2[CH2:18][C:13]1[N:12]=[C:11]([NH:10][C:9]2[CH:8]=[CH:7][NH:6][N:5]=2)[CH:16]=[C:15]([CH3:17])[N:14]=1)=[O:35]. The catalyst class is: 106. (2) Product: [Br:21][C:11]1[N:10]([C:20]2[N:19]=[C:17]([NH2:18])[NH:16][C:14](=[O:15])[C:13]=2[N:12]=1)[C@@H:1]1[O:9][C@H:6]([CH2:7][OH:8])[C@@H:4]([OH:5])[C@H:2]1[OH:3]. Reactant: [C@@H:1]1([N:10]2[C:20]3[N:19]=[C:17]([NH2:18])[NH:16][C:14](=[O:15])[C:13]=3[N:12]=[CH:11]2)[O:9][C@H:6]([CH2:7][OH:8])[C@@H:4]([OH:5])[C@H:2]1[OH:3].[Br:21]N1C(=O)CCC1=O. The catalyst class is: 6. (3) Reactant: II.C(N(CC)CC)C.[CH2:10]([O:17][C:18](=[O:30])[NH:19][CH2:20][CH2:21][C:22](=[O:29])[NH:23][CH2:24][C:25](=O)[CH2:26][CH3:27])[C:11]1[CH:16]=[CH:15][CH:14]=[CH:13][CH:12]=1. Product: [CH2:10]([O:17][C:18](=[O:30])[NH:19][CH2:20][CH2:21][C:22]1[O:29][C:25]([CH2:26][CH3:27])=[CH:24][N:23]=1)[C:11]1[CH:16]=[CH:15][CH:14]=[CH:13][CH:12]=1. The catalyst class is: 2. (4) Reactant: C[O:2][C:3](=[O:38])[CH2:4][C:5]1([C:11]2[CH:16]=[CH:15][C:14]([NH:17][C:18](=[O:37])[CH2:19][C:20]3[CH:36]=[CH:35][C:23]4[N:24]=[C:25]([NH:27][C:28]5[CH:33]=[CH:32][CH:31]=[CH:30][C:29]=5[CH3:34])[O:26][C:22]=4[CH:21]=3)=[CH:13][CH:12]=2)[CH2:10][CH2:9][O:8][CH2:7][CH2:6]1.[OH-].[Na+]. Product: [C:29]1([CH3:34])[CH:30]=[CH:31][CH:32]=[CH:33][C:28]=1[NH:27][C:25]1[O:26][C:22]2[CH:21]=[C:20]([CH2:19][C:18]([NH:17][C:14]3[CH:15]=[CH:16][C:11]([C:5]4([CH2:4][C:3]([OH:38])=[O:2])[CH2:10][CH2:9][O:8][CH2:7][CH2:6]4)=[CH:12][CH:13]=3)=[O:37])[CH:36]=[CH:35][C:23]=2[N:24]=1. The catalyst class is: 8. (5) Reactant: [Cl:1][C:2]1[CH:7]=[C:6]([Cl:8])[CH:5]=[CH:4][C:3]=1[S:9]([NH:12][C:13]1[CH:14]=[C:15]([C:19]([S:22][C:23]2[CH:28]=[CH:27][C:26]([S:29]([N:32]3[CH2:37][CH2:36][CH2:35][CH2:34][CH2:33]3)(=[O:31])=[O:30])=[CH:25][CH:24]=2)=[CH:20][N:21]=1)[C:16](O)=[O:17])(=[O:11])=[O:10].Cl.[CH3:39][NH:40][O:41][CH3:42].CN(C(ON1N=NC2C=CC=CC1=2)=[N+](C)C)C.[B-](F)(F)(F)F.CCN(C(C)C)C(C)C. Product: [Cl:1][C:2]1[CH:7]=[C:6]([Cl:8])[CH:5]=[CH:4][C:3]=1[S:9]([NH:12][C:13]1[CH:14]=[C:15]([C:19]([S:22][C:23]2[CH:28]=[CH:27][C:26]([S:29]([N:32]3[CH2:37][CH2:36][CH2:35][CH2:34][CH2:33]3)(=[O:30])=[O:31])=[CH:25][CH:24]=2)=[CH:20][N:21]=1)[C:16]([N:40]([O:41][CH3:42])[CH3:39])=[O:17])(=[O:11])=[O:10]. The catalyst class is: 39. (6) Reactant: [N:1]1([C:7]2[O:8][C:9]3[CH:10]=[N:11][CH:12]=[CH:13][C:14]=3[N:15]=2)[CH2:6][CH2:5][NH:4][CH2:3][CH2:2]1.[C:16]([O:21][C@@H:22]([C:24]1[N:29]=[C:28](Cl)[CH:27]=[CH:26][N:25]=1)[CH3:23])(=[O:20])[CH2:17][CH2:18][CH3:19].C(N(CC)CC)C. Product: [C:16]([O:21][C@@H:22]([C:24]1[N:25]=[C:26]([N:4]2[CH2:5][CH2:6][N:1]([C:7]3[O:8][C:9]4[CH:10]=[N:11][CH:12]=[CH:13][C:14]=4[N:15]=3)[CH2:2][CH2:3]2)[CH:27]=[CH:28][N:29]=1)[CH3:23])(=[O:20])[CH2:17][CH2:18][CH3:19]. The catalyst class is: 32.